The task is: Predict the reaction yield, written as a fraction of the theoretical maximum amount of product (1.0 means a 100% yield; for example, 0.34 means a 34% yield).. This data is from Reaction yield outcomes from USPTO patents with 853,638 reactions. (1) The reactants are [Br:1][C:2]1[CH:11]=[CH:10][C:5]([C:6]([O:8]C)=[O:7])=[C:4]([S:12]([CH:15]([CH3:17])[CH3:16])(=[O:14])=[O:13])[CH:3]=1.[OH-].[Na+].Cl. The catalyst is C1COCC1.O. The product is [Br:1][C:2]1[CH:11]=[CH:10][C:5]([C:6]([OH:8])=[O:7])=[C:4]([S:12]([CH:15]([CH3:17])[CH3:16])(=[O:14])=[O:13])[CH:3]=1. The yield is 0.780. (2) The reactants are [CH3:1][O:2][C@@H:3]1[CH2:8][CH2:7][C@H:6]([N:9]2[C:18]3[C:13](=[N:14][CH:15]=[C:16]([Sn](C)(C)C)[N:17]=3)[NH:12][C:11](=[O:23])[CH2:10]2)[CH2:5][CH2:4]1.Br[C:25]1[C:26]([CH3:42])=[N:27][C:28]([C:31]2[N:35]=[CH:34][N:33](C3CCCCO3)[N:32]=2)=[CH:29][CH:30]=1.[C:43]1(C)C=[CH:47][CH:46]=[CH:45][C:44]=1P([C:45]1[CH:46]=[CH:47]C=[CH:43][C:44]=1C)[C:45]1[CH:46]=[CH:47]C=[CH:43][C:44]=1C.C(N(CC)CC)C.CN(C)C=[O:75]. The catalyst is C1C=CC(/C=C/C(/C=C/C2C=CC=CC=2)=O)=CC=1.C1C=CC(/C=C/C(/C=C/C2C=CC=CC=2)=O)=CC=1.C1C=CC(/C=C/C(/C=C/C2C=CC=CC=2)=O)=CC=1.[Pd].[Pd]. The product is [CH3:1][O:2][C@@H:3]1[CH2:8][CH2:7][C@H:6]([N:9]2[C:18]3[C:13](=[N:14][CH:15]=[C:16]([C:25]4[C:26]([CH3:42])=[N:27][C:28]([C:31]5[N:35]([CH:47]6[CH2:46][CH2:45][CH2:44][CH2:43][O:75]6)[CH:34]=[N:33][N:32]=5)=[CH:29][CH:30]=4)[N:17]=3)[NH:12][C:11](=[O:23])[CH2:10]2)[CH2:5][CH2:4]1. The yield is 0.800. (3) The reactants are Cl[C:2]1[N:6]([CH3:7])[N:5]=[CH:4][C:3]=1[N+:8]([O-:10])=[O:9].[CH3:11][N:12]1[CH2:17][CH2:16][NH:15][CH2:14][CH2:13]1. No catalyst specified. The product is [CH3:11][N:12]1[CH2:17][CH2:16][N:15]([C:2]2[N:6]([CH3:7])[N:5]=[CH:4][C:3]=2[N+:8]([O-:10])=[O:9])[CH2:14][CH2:13]1. The yield is 0.650. (4) The reactants are [F:1][CH:2]([F:17])[CH2:3][NH:4][CH:5]1[CH2:11][CH2:10][C:9]2[CH:12]=[C:13]([NH2:16])[CH:14]=[CH:15][C:8]=2[CH2:7][CH2:6]1.Cl[C:19]1[N:24]=[C:23]([NH:25][C:26]2[CH:31]=[CH:30][CH:29]=[CH:28][C:27]=2[C:32]2[N:33]([CH3:37])[CH:34]=[CH:35][N:36]=2)[C:22]([Cl:38])=[CH:21][N:20]=1. No catalyst specified. The product is [Cl:38][C:22]1[C:23]([NH:25][C:26]2[CH:31]=[CH:30][CH:29]=[CH:28][C:27]=2[C:32]2[N:33]([CH3:37])[CH:34]=[CH:35][N:36]=2)=[N:24][C:19]([NH:16][C:13]2[CH:14]=[CH:15][C:8]3[CH2:7][CH2:6][CH:5]([NH:4][CH2:3][CH:2]([F:17])[F:1])[CH2:11][CH2:10][C:9]=3[CH:12]=2)=[N:20][CH:21]=1. The yield is 0.290. (5) The reactants are Br[C:2]1[CH:24]=[C:23]([CH3:25])[C:5]([O:6][C:7]2[N:11]([CH3:12])[C:10]3[C:13]([CH:18]([CH2:21][CH3:22])[CH2:19][CH3:20])=[CH:14][CH:15]=[C:16]([Cl:17])[C:9]=3[N:8]=2)=[C:4]([Cl:26])[CH:3]=1.C([Li])CCC.[CH3:32][S:33]SC.[Cl-].[NH4+]. The catalyst is O1CCCC1. The product is [Cl:17][C:16]1[C:9]2[N:8]=[C:7]([O:6][C:5]3[C:23]([CH3:25])=[CH:24][C:2]([S:33][CH3:32])=[CH:3][C:4]=3[Cl:26])[N:11]([CH3:12])[C:10]=2[C:13]([CH:18]([CH2:21][CH3:22])[CH2:19][CH3:20])=[CH:14][CH:15]=1. The yield is 0.870. (6) The catalyst is C(O)C. The yield is 0.640. The product is [CH3:10][C:8]1[CH:9]=[C:4]2[C:5](=[CH:6][CH:7]=1)[N:11]=[C:12]([C:13]([O:15][CH2:16][CH3:17])=[O:14])[NH:1][C:2]2=[O:3]. The reactants are [NH2:1][C:2]([C:4]1[CH:9]=[C:8]([CH3:10])[CH:7]=[CH:6][C:5]=1[NH:11][C:12](=O)[C:13]([O:15][CH2:16][CH3:17])=[O:14])=[O:3].CC[O-].[Na+].Cl.